Dataset: TCR-epitope binding with 47,182 pairs between 192 epitopes and 23,139 TCRs. Task: Binary Classification. Given a T-cell receptor sequence (or CDR3 region) and an epitope sequence, predict whether binding occurs between them. (1) The epitope is SEPVLKGVKL. The TCR CDR3 sequence is CASSPPSGQGGEQFF. Result: 1 (the TCR binds to the epitope). (2) The TCR CDR3 sequence is CATSDQQQQGNNEQFF. The epitope is WICLLQFAY. Result: 1 (the TCR binds to the epitope). (3) The epitope is TPINLVRDL. Result: 0 (the TCR does not bind to the epitope). The TCR CDR3 sequence is CASSLVQGGNTGELFF. (4) The epitope is EPLPQGQLTAY. The TCR CDR3 sequence is CASSFSGDTQYF. Result: 0 (the TCR does not bind to the epitope). (5) The epitope is KLNVGDYFV. The TCR CDR3 sequence is CASSLSGDLTDTQYF. Result: 0 (the TCR does not bind to the epitope).